This data is from Forward reaction prediction with 1.9M reactions from USPTO patents (1976-2016). The task is: Predict the product of the given reaction. (1) Given the reactants [C:1]([O:5][C:6](=[O:13])[N:7]([CH2:9][CH2:10][CH2:11][OH:12])[CH3:8])([CH3:4])([CH3:3])[CH3:2].C(=O)(O)[O-].[Na+].CC(OI1(OC(C)=O)(OC(C)=O)OC(=O)C2C=CC=CC1=2)=O, predict the reaction product. The product is: [CH3:8][N:7]([CH2:9][CH2:10][CH:11]=[O:12])[C:6](=[O:13])[O:5][C:1]([CH3:4])([CH3:2])[CH3:3]. (2) The product is: [N:41]1([CH2:19][C:18]([CH3:21])([CH3:22])[O:17][C:14]2[CH:13]=[CH:12][C:11]([NH:10][C:4]3[C:5](=[O:9])[N:6]([CH3:8])[N:7]=[C:2]([Cl:1])[CH:3]=3)=[N:16][CH:15]=2)[CH2:44][CH2:43][CH2:42]1. Given the reactants [Cl:1][C:2]1[CH:3]=[C:4]([NH:10][C:11]2[N:16]=[CH:15][C:14]([O:17][C:18]([CH3:22])([CH3:21])[CH:19]=O)=[CH:13][CH:12]=2)[C:5](=[O:9])[N:6]([CH3:8])[N:7]=1.C(O[BH-](OC(=O)C)OC(=O)C)(=O)C.[Na+].C(O)(=O)C.[NH:41]1[CH2:44][CH2:43][CH2:42]1.C(=O)(O)[O-].[Na+], predict the reaction product. (3) Given the reactants [Br:1][C:2]1[CH:3]=[CH:4][C:5](=[O:9])[NH:6][C:7]=1[CH3:8].IC.[CH:12](Cl)(Cl)Cl, predict the reaction product. The product is: [Br:1][C:2]1[C:7]([CH3:8])=[N:6][C:5]([O:9][CH3:12])=[CH:4][CH:3]=1. (4) Given the reactants [Cl:1][C:2]1[CH:11]=[CH:10][C:9]2[C:4](=[C:5]([F:12])[CH:6]=[CH:7][CH:8]=2)[N:3]=1.C([N-]C(C)C)(C)C.[Li+].[CH:21](=[O:23])[CH3:22].CCOC(C)=O, predict the reaction product. The product is: [Cl:1][C:2]1[C:11]([CH:21]([OH:23])[CH3:22])=[CH:10][C:9]2[C:4](=[C:5]([F:12])[CH:6]=[CH:7][CH:8]=2)[N:3]=1. (5) The product is: [Br:1][C:2]1[C:15]2[CH:14]=[C:13]([C:16]([N:23]3[CH2:28][CH2:27][NH:26][C@H:25]([C:29]([OH:31])=[O:30])[C@@H:24]3[C:32]([OH:34])=[O:33])=[O:17])[CH:12]=[CH:11][C:10]=2[C:9]2[C:4](=[CH:5][CH:6]=[CH:7][CH:8]=2)[CH:3]=1. Given the reactants [Br:1][C:2]1[C:15]2[CH:14]=[C:13]([C:16](O)=[O:17])[CH:12]=[CH:11][C:10]=2[C:9]2[C:4](=[CH:5][CH:6]=[CH:7][CH:8]=2)[CH:3]=1.S(Cl)(Cl)=O.[NH:23]1[CH2:28][CH2:27][NH:26][C@H:25]([C:29]([OH:31])=[O:30])[C@@H:24]1[C:32]([OH:34])=[O:33].[OH-].[Na+], predict the reaction product. (6) Given the reactants Cl.[NH2:2][CH2:3][C:4]1[CH:5]=[C:6]2[C:10](=[CH:11][CH:12]=1)[C:9](=[O:13])[N:8]([CH:14]1[CH2:19][CH2:18][C:17](=[O:20])[NH:16][C:15]1=[O:21])[CH2:7]2.[N+:22]([C:25]1[CH:26]=[C:27]([N:31]=[C:32]=[O:33])[CH:28]=[CH:29][CH:30]=1)([O-:24])=[O:23], predict the reaction product. The product is: [O:21]=[C:15]1[CH:14]([N:8]2[CH2:7][C:6]3[C:10](=[CH:11][CH:12]=[C:4]([CH2:3][NH:2][C:32]([NH:31][C:27]4[CH:28]=[CH:29][CH:30]=[C:25]([N+:22]([O-:24])=[O:23])[CH:26]=4)=[O:33])[CH:5]=3)[C:9]2=[O:13])[CH2:19][CH2:18][C:17](=[O:20])[NH:16]1. (7) Given the reactants [CH3:1][O:2][C:3]1[CH:8]=[CH:7][N:6]([C:9]2[CH:14]=[CH:13][N:12]=[CH:11][C:10]=2[N+:15]([O-])=O)[C:5](=[O:18])[C:4]=1[C:19]#[N:20].[Cl-].[NH4+].C(O)C.C(=O)([O-])O.[Na+], predict the reaction product. The product is: [NH2:15][C:10]1[CH:11]=[N:12][CH:13]=[CH:14][C:9]=1[N:6]1[CH:7]=[CH:8][C:3]([O:2][CH3:1])=[C:4]([C:19]#[N:20])[C:5]1=[O:18].